From a dataset of Forward reaction prediction with 1.9M reactions from USPTO patents (1976-2016). Predict the product of the given reaction. (1) The product is: [CH2:1]([C:3]1[C:24]([N:25]2[CH2:30][CH2:29][C:28](=[N:33][OH:34])[CH2:27][CH2:26]2)=[CH:23][C:6]2[C:7]([CH3:22])([CH3:21])[C:8]3[NH:9][C:10]4[C:15]([C:16]=3[C:17](=[O:18])[C:5]=2[CH:4]=1)=[CH:14][CH:13]=[C:12]([C:19]#[N:20])[CH:11]=4)[CH3:2]. Given the reactants [CH2:1]([C:3]1[C:24]([N:25]2[CH2:30][CH2:29][C:28](=O)[CH2:27][CH2:26]2)=[CH:23][C:6]2[C:7]([CH3:22])([CH3:21])[C:8]3[NH:9][C:10]4[C:15]([C:16]=3[C:17](=[O:18])[C:5]=2[CH:4]=1)=[CH:14][CH:13]=[C:12]([C:19]#[N:20])[CH:11]=4)[CH3:2].Cl.[NH2:33][OH:34], predict the reaction product. (2) Given the reactants [CH2:1]([O:3][C:4]([N:6]1[CH2:11][CH2:10][CH:9]([NH2:12])[CH2:8][CH2:7]1)=[O:5])[CH3:2].F[C:14]1[CH:19]=[C:18]([F:20])[CH:17]=[CH:16][C:15]=1[N+:21]([O-:23])=[O:22].C(=O)([O-])[O-].[Na+].[Na+], predict the reaction product. The product is: [F:20][C:18]1[CH:17]=[CH:16][C:15]([N+:21]([O-:23])=[O:22])=[C:14]([NH:12][CH:9]2[CH2:8][CH2:7][N:6]([C:4]([O:3][CH2:1][CH3:2])=[O:5])[CH2:11][CH2:10]2)[CH:19]=1. (3) Given the reactants [CH3:1][O:2][C:3]1[CH:8]=[CH:7][C:6]([Ge:9]([CH3:20])([CH3:19])[CH2:10][CH2:11][C:12]2[CH:17]=[CH:16][C:15]([OH:18])=[CH:14][CH:13]=2)=[CH:5][CH:4]=1.[CH3:21][CH2:22][O:23][CH2:24][CH2:25]Cl.C(=O)([O-])[O-].[Cs+].[Cs+], predict the reaction product. The product is: [CH2:22]([O:23][CH2:24][CH2:25][O:18][C:15]1[CH:14]=[CH:13][C:12]([CH2:11][CH2:10][Ge:9]([C:6]2[CH:5]=[CH:4][C:3]([O:2][CH3:1])=[CH:8][CH:7]=2)([CH3:20])[CH3:19])=[CH:17][CH:16]=1)[CH3:21]. (4) Given the reactants [NH:1]1[CH2:6][CH2:5][CH:4]([NH:7][C:8](=[O:14])[O:9][C:10]([CH3:13])([CH3:12])[CH3:11])[CH2:3][CH2:2]1.C(N(CC)CC)C.[C:22](Cl)(=[O:29])[C:23]1[CH:28]=[CH:27][CH:26]=[CH:25][CH:24]=1, predict the reaction product. The product is: [C:22]([N:1]1[CH2:2][CH2:3][CH:4]([NH:7][C:8](=[O:14])[O:9][C:10]([CH3:11])([CH3:13])[CH3:12])[CH2:5][CH2:6]1)(=[O:29])[C:23]1[CH:28]=[CH:27][CH:26]=[CH:25][CH:24]=1. (5) The product is: [NH:37]1[CH2:36][CH:35]([N:32]2[CH:33]=[CH:34][C:30]([NH:29][C:23]3[C:24](=[O:28])[N:25]([CH3:27])[N:26]=[C:21]([C:17]4[C:16]([CH2:46][OH:47])=[C:15]([N:9]5[CH2:8][C:7]6[C:11](=[CH:12][CH:13]=[C:5]([C:1]([CH3:3])([CH3:4])[CH3:2])[CH:6]=6)[C:10]5=[O:14])[CH:20]=[CH:19][CH:18]=4)[CH:22]=3)=[N:31]2)[CH2:38]1. Given the reactants [C:1]([C:5]1[CH:6]=[C:7]2[C:11](=[CH:12][CH:13]=1)[C:10](=[O:14])[N:9]([C:15]1[C:16]([CH2:46][OH:47])=[C:17]([C:21]3[CH:22]=[C:23]([NH:29][C:30]4[CH:34]=[CH:33][N:32]([CH:35]5[CH2:38][N:37](C(OC(C)(C)C)=O)[CH2:36]5)[N:31]=4)[C:24](=[O:28])[N:25]([CH3:27])[N:26]=3)[CH:18]=[CH:19][CH:20]=1)[CH2:8]2)([CH3:4])([CH3:3])[CH3:2].FC(F)(F)C(O)=O, predict the reaction product. (6) Given the reactants [C:1]([S@:5]([N:7]=[C:8]([C:10]1[N:11]=[CH:12][C:13]2[N:18](C(OCC)=O)[CH:17]=[CH:16][C:14]=2[N:15]=1)[CH3:9])=[O:6])([CH3:4])([CH3:3])[CH3:2].CCC(C)[BH-](C(C)CC)C(C)CC.[Li+], predict the reaction product. The product is: [N:15]1[C:14]2[CH:16]=[CH:17][NH:18][C:13]=2[CH:12]=[N:11][C:10]=1[CH:8]([NH:7][S@@:5]([C:1]([CH3:2])([CH3:4])[CH3:3])=[O:6])[CH3:9]. (7) Given the reactants C(O)(=O)C.[C:5]([O:9][C:10]([N:12]1[CH2:17][CH2:16][N:15]([C:18]2[CH:23]=[CH:22][C:21]([N+:24]([O-])=O)=[CH:20][C:19]=2[Cl:27])[CH2:14][CH2:13]1)=[O:11])([CH3:8])([CH3:7])[CH3:6].C(=O)([O-])O.[Na+], predict the reaction product. The product is: [C:5]([O:9][C:10]([N:12]1[CH2:17][CH2:16][N:15]([C:18]2[CH:23]=[CH:22][C:21]([NH2:24])=[CH:20][C:19]=2[Cl:27])[CH2:14][CH2:13]1)=[O:11])([CH3:8])([CH3:6])[CH3:7]. (8) Given the reactants [Li]C(C)(C)C.CCCCC.Br[C:12]1[C:21]2[C:16](=[CH:17][CH:18]=[CH:19][CH:20]=2)[CH:15]=[C:14]([Si:22]([C:35]2[CH:40]=[CH:39][CH:38]=[CH:37][CH:36]=2)([C:29]2[CH:34]=[CH:33][CH:32]=[CH:31][CH:30]=2)[C:23]2[CH:28]=[CH:27][CH:26]=[CH:25][CH:24]=2)[C:13]=1[O:41]C.B(Br)(Br)Br.C(Cl)Cl.C[CH2:51][O:52]CC, predict the reaction product. The product is: [OH:41][C:13]1[C:14]([Si:22]([C:23]2[CH:24]=[CH:25][CH:26]=[CH:27][CH:28]=2)([C:29]2[CH:34]=[CH:33][CH:32]=[CH:31][CH:30]=2)[C:35]2[CH:40]=[CH:39][CH:38]=[CH:37][CH:36]=2)=[CH:15][C:16]2[C:21](=[CH:20][CH:19]=[CH:18][CH:17]=2)[C:12]=1[CH:51]=[O:52]. (9) Given the reactants [NH2:1][C:2]1[CH:10]=[CH:9][C:8]([N+:11]([O-:13])=[O:12])=[CH:7][C:3]=1[C:4]([OH:6])=O.C(O)(=O)C.[CH:18](N)=[NH:19], predict the reaction product. The product is: [N+:11]([C:8]1[CH:7]=[C:3]2[C:2](=[CH:10][CH:9]=1)[N:1]=[CH:18][N:19]=[C:4]2[OH:6])([O-:13])=[O:12]. (10) Given the reactants [NH2:1][CH2:2][CH2:3][CH2:4][CH2:5][CH2:6][CH2:7][N:8]1[CH2:13][CH2:12][CH:11]([C:14]2[CH:15]=[C:16]([NH:20][C:21](=[O:25])[CH:22]([CH3:24])[CH3:23])[CH:17]=[CH:18][CH:19]=2)[CH2:10][CH2:9]1.[C:26]1([N:36]=[C:37]=[O:38])[C:35]2[C:30](=[CH:31][CH:32]=[CH:33][CH:34]=2)[CH:29]=[CH:28][CH:27]=1, predict the reaction product. The product is: [CH3:24][CH:22]([CH3:23])[C:21]([NH:20][C:16]1[CH:17]=[CH:18][CH:19]=[C:14]([CH:11]2[CH2:12][CH2:13][N:8]([CH2:7][CH2:6][CH2:5][CH2:4][CH2:3][CH2:2][NH:1][C:37]([NH:36][C:26]3[C:35]4[C:30](=[CH:31][CH:32]=[CH:33][CH:34]=4)[CH:29]=[CH:28][CH:27]=3)=[O:38])[CH2:9][CH2:10]2)[CH:15]=1)=[O:25].